Dataset: Full USPTO retrosynthesis dataset with 1.9M reactions from patents (1976-2016). Task: Predict the reactants needed to synthesize the given product. (1) Given the product [Si:5]([O:6][CH2:7][CH2:8][N:9]([C:39]#[N:38])[C:10]1[CH:11]=[CH:12][C:13]([NH:16][C:17]([C:19]2[CH:24]=[C:23]([F:25])[C:22]([CH3:26])=[CH:21][C:20]=2[NH:27][C:28]([C:30]2[S:31][C:32]([Cl:35])=[CH:33][CH:34]=2)=[O:29])=[O:18])=[CH:14][CH:15]=1)([C:1]([CH3:2])([CH3:4])[CH3:3])([CH3:37])[CH3:36], predict the reactants needed to synthesize it. The reactants are: [C:1]([Si:5]([CH3:37])([CH3:36])[O:6][CH2:7][CH2:8][NH:9][C:10]1[CH:15]=[CH:14][C:13]([NH:16][C:17]([C:19]2[CH:24]=[C:23]([F:25])[C:22]([CH3:26])=[CH:21][C:20]=2[NH:27][C:28]([C:30]2[S:31][C:32]([Cl:35])=[CH:33][CH:34]=2)=[O:29])=[O:18])=[CH:12][CH:11]=1)([CH3:4])([CH3:3])[CH3:2].[N:38]#[C:39]Br.C(=O)(O)[O-].[Na+]. (2) Given the product [Cl:26][C:23]1[CH:24]=[CH:25][C:19]2[O:18][C:17]([NH:1][CH2:2][C@@H:3]3[C@H:8]([CH3:9])[CH2:7][CH2:6][CH2:5][N:4]3[C:10]([O:12][CH2:13][CH:14]=[CH2:15])=[O:11])=[N:21][C:20]=2[CH:22]=1, predict the reactants needed to synthesize it. The reactants are: [NH2:1][CH2:2][C@@H:3]1[C@H:8]([CH3:9])[CH2:7][CH2:6][CH2:5][N:4]1[C:10]([O:12][CH2:13][CH:14]=[CH2:15])=[O:11].Cl[C:17]1[O:18][C:19]2[CH:25]=[CH:24][C:23]([Cl:26])=[CH:22][C:20]=2[N:21]=1.CCN(C(C)C)C(C)C. (3) Given the product [C:1]([NH:4][CH:5]([CH2:11][CH2:12][CH:13]([Br:17])[CH2:14][CH2:15][CH3:16])[C:6]([OH:8])=[O:7])(=[O:3])[CH3:2], predict the reactants needed to synthesize it. The reactants are: [C:1]([NH:4][C@@H:5]([CH2:11][CH2:12][CH:13]([Br:17])[CH2:14][CH2:15][CH3:16])[C:6]([O:8]CC)=[O:7])(=[O:3])[CH3:2].[OH-].[Na+]. (4) Given the product [C:1]([C@H:5]1[C:23](=[O:24])[N:22]2[CH2:25][C@@H:19]([CH2:20][C@H:21]2[C:26]([OH:28])=[O:27])[O:18][C:17]2[N:30]=[CH:31][CH:32]=[CH:33][C:16]=2[CH:15]=[CH:14][CH2:13][CH2:12][CH2:11][CH2:10][CH2:9][O:8][C:7](=[O:34])[NH:6]1)([CH3:4])([CH3:2])[CH3:3], predict the reactants needed to synthesize it. The reactants are: [C:1]([C@H:5]1[C:23](=[O:24])[N:22]2[CH2:25][C@@H:19]([CH2:20][C@H:21]2[C:26]([O:28]C)=[O:27])[O:18][C:17]2[N:30]=[CH:31][CH:32]=[CH:33][C:16]=2[CH:15]=[CH:14][CH2:13][CH2:12][CH2:11][CH2:10][CH2:9][O:8][C:7](=[O:34])[NH:6]1)([CH3:4])([CH3:3])[CH3:2].O[Li].O.Cl.CCOCC. (5) Given the product [Cl:1][C:2]1[CH:3]=[C:4]([O:9][CH3:10])[C:5]2[N:6]([C:12]([CH3:16])=[C:13]([CH3:14])[N:8]=2)[N:7]=1, predict the reactants needed to synthesize it. The reactants are: [Cl:1][C:2]1[N:7]=[N:6][C:5]([NH2:8])=[C:4]([O:9][CH3:10])[CH:3]=1.Br[CH:12]([CH3:16])[C:13](=O)[CH3:14].C(=O)(O)[O-].[Na+]. (6) Given the product [C:1]1([S:7]([N:10]2[C:18]3[C:13](=[N:14][CH:15]=[C:16]([C:19]4[C:20]([CH3:25])=[N:21][O:22][C:23]=4[CH3:24])[CH:17]=3)[C:12](/[CH:29]=[CH:28]/[C:27]([O:31][CH2:32][C:33]3[CH:38]=[CH:37][CH:36]=[CH:35][CH:34]=3)=[O:30])=[CH:11]2)(=[O:9])=[O:8])[CH:6]=[CH:5][CH:4]=[CH:3][CH:2]=1, predict the reactants needed to synthesize it. The reactants are: [C:1]1([S:7]([N:10]2[C:18]3[C:13](=[N:14][CH:15]=[C:16]([C:19]4[C:20]([CH3:25])=[N:21][O:22][C:23]=4[CH3:24])[CH:17]=3)[C:12](I)=[CH:11]2)(=[O:9])=[O:8])[CH:6]=[CH:5][CH:4]=[CH:3][CH:2]=1.[C:27]([O:31][CH2:32][C:33]1[CH:38]=[CH:37][CH:36]=[CH:35][CH:34]=1)(=[O:30])[CH:28]=[CH2:29].O.Cl. (7) Given the product [CH3:1][O:2][C:3]1[CH:4]=[CH:5][C:6]2[NH:12][C:11](=[O:13])[N:10]([CH:14]3[CH2:15][CH2:16][N:17]([C:20]([O:22][C@H:23]([CH2:24][C:25]4[CH:30]=[C:29]([C:31]([F:32])([F:33])[F:34])[C:28]([NH2:35])=[C:27]([Cl:36])[CH:26]=4)[C:37]([N:55]4[CH2:56][CH2:57][CH:52]([N:49]5[CH2:50][CH2:51][N:46]([CH2:45][C:44]([O:43][CH2:41][CH3:42])=[O:58])[CH2:47][CH2:48]5)[CH2:53][CH2:54]4)=[O:39])=[O:21])[CH2:18][CH2:19]3)[CH2:9][CH2:8][C:7]=2[CH:40]=1, predict the reactants needed to synthesize it. The reactants are: [CH3:1][O:2][C:3]1[CH:4]=[CH:5][C:6]2[NH:12][C:11](=[O:13])[N:10]([CH:14]3[CH2:19][CH2:18][N:17]([C:20]([O:22][C@@H:23]([C:37]([OH:39])=O)[CH2:24][C:25]4[CH:30]=[C:29]([C:31]([F:34])([F:33])[F:32])[C:28]([NH2:35])=[C:27]([Cl:36])[CH:26]=4)=[O:21])[CH2:16][CH2:15]3)[CH2:9][CH2:8][C:7]=2[CH:40]=1.[CH2:41]([O:43][C:44](=[O:58])[CH2:45][N:46]1[CH2:51][CH2:50][N:49]([CH:52]2[CH2:57][CH2:56][NH:55][CH2:54][CH2:53]2)[CH2:48][CH2:47]1)[CH3:42].